Task: Predict the reaction yield, written as a fraction of the theoretical maximum amount of product (1.0 means a 100% yield; for example, 0.34 means a 34% yield).. Dataset: Reaction yield outcomes from USPTO patents with 853,638 reactions (1) The reactants are C([O:3][C:4](=[O:28])[CH:5]([C:10]1[CH:11]=[C:12]([C:21]2[CH:26]=[CH:25][CH:24]=[C:23]([CH3:27])[CH:22]=2)[C:13]([O:16][CH2:17][CH:18]2[CH2:20][CH2:19]2)=[CH:14][CH:15]=1)[CH2:6][CH:7]([CH3:9])[CH3:8])C.O.[OH-].[Li+]. The catalyst is CO.C1COCC1.O. The product is [CH:18]1([CH2:17][O:16][C:13]2[C:12]([C:21]3[CH:26]=[CH:25][CH:24]=[C:23]([CH3:27])[CH:22]=3)=[CH:11][C:10]([CH:5]([CH2:6][CH:7]([CH3:9])[CH3:8])[C:4]([OH:28])=[O:3])=[CH:15][CH:14]=2)[CH2:19][CH2:20]1. The yield is 0.620. (2) The reactants are [C:1]([O:5][C:6]([NH:8][C@H:9]([C:13]([OH:16])([CH3:15])[CH3:14])[C:10]([OH:12])=O)=[O:7])([CH3:4])([CH3:3])[CH3:2].CN(C(ON1N=N[C:27]2[CH:28]=[CH:29][CH:30]=[N:31][C:26]1=2)=[N+](C)C)C.F[P-](F)(F)(F)(F)F.C1(N)CCCC1.CCN(CC)CC. The catalyst is C(Cl)Cl. The product is [CH:26]1([NH:31][C:10](=[O:12])[C@H:9]([NH:8][C:6](=[O:7])[O:5][C:1]([CH3:2])([CH3:3])[CH3:4])[C:13]([OH:16])([CH3:15])[CH3:14])[CH2:27][CH2:28][CH2:29][CH2:30]1. The yield is 0.930. (3) The reactants are CN(C)C1C=CC=CC=1.[CH3:10][O:11][C:12]1[C:13](=O)[NH:14][C:15]([C:18]2[CH:23]=[CH:22][C:21]([N+:24]([O-:26])=[O:25])=[CH:20][CH:19]=2)=[N:16][CH:17]=1.O=P(Cl)(Cl)[Cl:30]. No catalyst specified. The product is [Cl:30][C:13]1[C:12]([O:11][CH3:10])=[CH:17][N:16]=[C:15]([C:18]2[CH:23]=[CH:22][C:21]([N+:24]([O-:26])=[O:25])=[CH:20][CH:19]=2)[N:14]=1. The yield is 0.610.